This data is from Forward reaction prediction with 1.9M reactions from USPTO patents (1976-2016). The task is: Predict the product of the given reaction. (1) Given the reactants [S:1](Cl)([CH3:4])(=[O:3])=[O:2].[OH:6][CH2:7][CH:8]1[CH2:12][CH2:11][N:10]([C:13]([O:15][C:16]([CH3:19])([CH3:18])[CH3:17])=[O:14])[CH2:9]1.C(N(CC)CC)C, predict the reaction product. The product is: [CH3:4][S:1]([O:6][CH2:7][CH:8]1[CH2:12][CH2:11][N:10]([C:13]([O:15][C:16]([CH3:19])([CH3:18])[CH3:17])=[O:14])[CH2:9]1)(=[O:3])=[O:2]. (2) Given the reactants [C:1]1(=[O:7])[O:6][C:4](=[O:5])[CH:3]=[CH:2]1.[CH2:8]([C:10]([CH2:15][OH:16])([CH2:13][OH:14])[CH2:11][CH3:12])[OH:9], predict the reaction product. The product is: [C:4]1(=[O:5])[O:6][C:1](=[O:7])[CH:2]2[CH2:12][CH2:11][CH:10]=[CH:8][CH:3]12.[CH2:8]([C:10]([CH2:15][OH:16])([CH2:13][OH:14])[CH2:11][CH3:12])[OH:9]. (3) Given the reactants [NH2:1][CH2:2][CH2:3][N:4]1[C:8](=[O:9])/[C:7](=[CH:10]/[C:11]2[CH:16]=[CH:15][C:14]([O:17][CH2:18][CH3:19])=[CH:13][CH:12]=2)/[S:6][C:5]1=[O:20].C(=O)([O-])[O-].[K+].[K+].[F:27][C:28]([F:39])([F:38])[C:29](O[C:29](=[O:30])[C:28]([F:39])([F:38])[F:27])=[O:30], predict the reaction product. The product is: [CH2:18]([O:17][C:14]1[CH:15]=[CH:16][C:11](/[CH:10]=[C:7]2/[C:8](=[O:9])[N:4]([CH2:3][CH2:2][NH:1][C:29](=[O:30])[C:28]([F:39])([F:38])[F:27])[C:5](=[O:20])[S:6]/2)=[CH:12][CH:13]=1)[CH3:19].